This data is from Forward reaction prediction with 1.9M reactions from USPTO patents (1976-2016). The task is: Predict the product of the given reaction. (1) Given the reactants C(OC(=O)[NH:7][CH2:8][CH2:9][N:10]1[C:18]2[C:13](=[CH:14][C:15]([CH2:23][O:24][Si:25]([C:38]([CH3:41])([CH3:40])[CH3:39])([C:32]3[CH:37]=[CH:36][CH:35]=[CH:34][CH:33]=3)[C:26]3[CH:31]=[CH:30][CH:29]=[CH:28][CH:27]=3)=[C:16]([S:19]([CH3:22])(=[O:21])=[O:20])[CH:17]=2)[CH:12]=[C:11]1[C:42](=O)[CH:43]([CH3:45])[CH3:44])(C)(C)C.FC(F)(F)C(O)=O, predict the reaction product. The product is: [Si:25]([O:24][CH2:23][C:15]1[C:16]([S:19]([CH3:22])(=[O:20])=[O:21])=[CH:17][C:18]2[N:10]3[CH2:9][CH2:8][N:7]=[C:42]([CH:43]([CH3:45])[CH3:44])[C:11]3=[CH:12][C:13]=2[CH:14]=1)([C:38]([CH3:41])([CH3:39])[CH3:40])([C:32]1[CH:37]=[CH:36][CH:35]=[CH:34][CH:33]=1)[C:26]1[CH:31]=[CH:30][CH:29]=[CH:28][CH:27]=1. (2) Given the reactants C(OC([N:8]1[CH2:17][CH2:16][C:15]2[C:11](=[C:12](OS(C(F)(F)F)(=O)=O)[N:13]([CH:18]3[CH2:22][CH2:21][CH2:20][CH2:19]3)[N:14]=2)[CH2:10][CH2:9]1)=O)(C)(C)C.[CH3:31][O:32][C:33]1[CH:38]=[CH:37][C:36](B(O)O)=[CH:35][CH:34]=1, predict the reaction product. The product is: [CH:18]1([N:13]2[C:12]([C:36]3[CH:37]=[CH:38][C:33]([O:32][CH3:31])=[CH:34][CH:35]=3)=[C:11]3[C:15]([CH2:16][CH2:17][NH:8][CH2:9][CH2:10]3)=[N:14]2)[CH2:19][CH2:20][CH2:21][CH2:22]1. (3) Given the reactants [NH2:1][C:2]1[C:3]([CH3:13])=[C:4]([CH:9]=[C:10]([Br:12])[CH:11]=1)[C:5]([O:7][CH3:8])=[O:6].[CH3:14][C:15](=O)[CH2:16][CH3:17].C([BH3-])#N.[Na+], predict the reaction product. The product is: [Br:12][C:10]1[CH:11]=[C:2]([NH:1][CH:15]([CH2:16][CH3:17])[CH3:14])[C:3]([CH3:13])=[C:4]([CH:9]=1)[C:5]([O:7][CH3:8])=[O:6].